From a dataset of Reaction yield outcomes from USPTO patents with 853,638 reactions. Predict the reaction yield, written as a fraction of the theoretical maximum amount of product (1.0 means a 100% yield; for example, 0.34 means a 34% yield). (1) The reactants are [CH3:1][O:2][C:3]1[CH:4]=[C:5]([C:8]([OH:13])=[CH:9][C:10]=1[O:11][CH3:12])[CH:6]=[O:7].C(=O)([O-])[O-].[K+].[K+].[CH3:20][N:21]([CH3:26])[S:22](Cl)(=[O:24])=[O:23].O. The catalyst is CN(C=O)C. The product is [CH3:20][N:21]([CH3:26])[S:22](=[O:24])(=[O:23])[O:13][C:8]1[CH:9]=[C:10]([O:11][CH3:12])[C:3]([O:2][CH3:1])=[CH:4][C:5]=1[CH:6]=[O:7]. The yield is 0.830. (2) The yield is 0.830. The reactants are [CH3:1][C:2]1[CH:3]=[CH:4][C:5]2[N:6]([C:8]([C:29]3[CH:34]=[CH:33][CH:32]=[CH:31][CH:30]=3)=[C:9]([C:11]3[CH:16]=[CH:15][C:14]([C:17]4([NH:21]C(=O)OC(C)(C)C)[CH2:20][CH2:19][CH2:18]4)=[CH:13][CH:12]=3)[N:10]=2)[N:7]=1.Cl.O1CCOCC1.[OH-].[Na+]. The catalyst is C(Cl)Cl.CO. The product is [CH3:1][C:2]1[CH:3]=[CH:4][C:5]2[N:6]([C:8]([C:29]3[CH:34]=[CH:33][CH:32]=[CH:31][CH:30]=3)=[C:9]([C:11]3[CH:12]=[CH:13][C:14]([C:17]4([NH2:21])[CH2:18][CH2:19][CH2:20]4)=[CH:15][CH:16]=3)[N:10]=2)[N:7]=1. (3) The reactants are [N:1]#[C:2]Br.[NH2:4][C:5]1[CH:6]=[C:7]([C:13]2[N:18]=[C:17]3[N:19]([CH2:24][CH:25]4[CH2:30][CH2:29][O:28][CH2:27][CH2:26]4)[C:20](=[O:23])[CH2:21][NH:22][C:16]3=[N:15][CH:14]=2)[CH:8]=[C:9]([CH3:12])[C:10]=1[NH2:11]. The catalyst is CN(C)C=O.CO. The product is [NH2:1][C:2]1[NH:4][C:5]2[CH:6]=[C:7]([C:13]3[N:18]=[C:17]4[N:19]([CH2:24][CH:25]5[CH2:30][CH2:29][O:28][CH2:27][CH2:26]5)[C:20](=[O:23])[CH2:21][NH:22][C:16]4=[N:15][CH:14]=3)[CH:8]=[C:9]([CH3:12])[C:10]=2[N:11]=1. The yield is 0.620. (4) The reactants are [Br:1][C:2]1[CH:11]=[C:10]2[C:5]([CH:6]=[CH:7][C:8]([C:12](=[O:14])[CH3:13])=[N:9]2)=[CH:4][CH:3]=1.C([O-])=O.[Na+]. The catalyst is O.O1CCCC1.CC1C=CC(C(C)C)=CC=1.CC1C=CC(C(C)C)=CC=1.Cl[Ru]Cl.Cl[Ru]Cl.CC1C=CC(S(N[C@@H]([C@H](N)C2C=CC=CC=2)C2C=CC=CC=2)(=O)=O)=CC=1. The product is [Br:1][C:2]1[CH:11]=[C:10]2[C:5]([CH:6]=[CH:7][C:8]([C@H:12]([OH:14])[CH3:13])=[N:9]2)=[CH:4][CH:3]=1. The yield is 0.980. (5) The reactants are C([O:3][C:4]([C:6]1[NH:7][C:8]2[C:13]([CH:14]=1)=[CH:12][C:11]([Cl:15])=[CH:10][C:9]=2[CH2:16][N:17]1[CH2:22][CH2:21][O:20][CH2:19][CH2:18]1)=[O:5])C.O[Li].O.Cl. The catalyst is C1COCC1.CCO.O. The product is [Cl:15][C:11]1[CH:12]=[C:13]2[C:8](=[C:9]([CH2:16][N:17]3[CH2:22][CH2:21][O:20][CH2:19][CH2:18]3)[CH:10]=1)[NH:7][C:6]([C:4]([OH:5])=[O:3])=[CH:14]2. The yield is 0.250. (6) The reactants are [C:1]([C:4]1[CH:9]=[CH:8][C:7]([N:10]2[C:14]([Cl:15])=[CH:13][C:12]([NH:16][C:17](=[O:21])[CH2:18][C:19]#[N:20])=[C:11]2[C:22](OCC)=[O:23])=[CH:6][CH:5]=1)(=[O:3])[CH3:2].CC(C)([O-])C.[K+]. The catalyst is CS(C)=O. The product is [C:1]([C:4]1[CH:5]=[CH:6][C:7]([N:10]2[C:11]3[C:22]([OH:23])=[C:18]([C:19]#[N:20])[C:17](=[O:21])[NH:16][C:12]=3[CH:13]=[C:14]2[Cl:15])=[CH:8][CH:9]=1)(=[O:3])[CH3:2]. The yield is 0.00200. (7) The catalyst is S(=O)(=O)(O)O. The product is [Br:1][C:2]1[CH:7]=[CH:6][C:5]([N+:9]([O-:11])=[O:10])=[C:4]([OH:8])[CH:3]=1. The reactants are [Br:1][C:2]1[CH:3]=[C:4]([OH:8])[CH:5]=[CH:6][CH:7]=1.[N+:9]([O-])([O-:11])=[O:10].[Na+].O. The yield is 0.200. (8) The reactants are BrC1C=C2C(=CC=1)C=NC/C/2=C\NCC1C=C[CH:18]=[C:17]([OH:21])C=1.[OH:22][C:23]1[CH:24]=[C:25]([CH:41]=[CH:42][C:43]=1[OH:44])[CH2:26][NH:27][CH:28]=[C:29]1[C:38]2[C:33](=[CH:34][CH:35]=[CH:36][CH:37]=2)[C:32](=[O:39])[NH:31][C:30]1=[O:40].C(N(CC)CC)C.[C:52](Cl)(=[O:54])[CH3:53]. The catalyst is N1C=CC=CC=1. The product is [C:52]([O:44][C:43]1[CH:42]=[CH:41][C:25]([CH2:26][NH:27]/[CH:28]=[C:29]2\[C:30](=[O:40])[NH:31][C:32](=[O:39])[C:33]3[C:38]\2=[CH:37][CH:36]=[CH:35][CH:34]=3)=[CH:24][C:23]=1[O:22][C:17](=[O:21])[CH3:18])(=[O:54])[CH3:53]. The yield is 0.651. (9) The reactants are [BH4-].[Na+].[O:3]=[C:4]([C:22]1[CH:27]=[CH:26][N:25]=[CH:24][CH:23]=1)[CH:5]([CH2:11][C:12]1[CH:17]=[CH:16][C:15]([C:18]([F:21])([F:20])[F:19])=[CH:14][CH:13]=1)[C:6]([O:8][CH2:9][CH3:10])=[O:7].Cl.C(=O)([O-])O.[Na+]. The catalyst is C(OCC)C.[Cl-].[Zn+2].[Cl-]. The product is [OH:3][CH:4]([C:22]1[CH:23]=[CH:24][N:25]=[CH:26][CH:27]=1)[CH:5]([CH2:11][C:12]1[CH:13]=[CH:14][C:15]([C:18]([F:19])([F:20])[F:21])=[CH:16][CH:17]=1)[C:6]([O:8][CH2:9][CH3:10])=[O:7]. The yield is 0.900. (10) The reactants are [CH3:1][C:2]1[C:6]2[CH:7]=[CH:8][CH:9]=[CH:10][C:5]=2[S:4][CH:3]=1.[C:11](Cl)(=[O:16])[CH2:12][CH:13]([CH3:15])[CH3:14].[N+](C)([O-])=O.[Cl-].[Al+3].[Cl-].[Cl-]. The catalyst is O. The product is [CH3:14][CH:13]([CH3:15])[CH2:12][C:11]([C:3]1[S:4][C:5]2[CH:10]=[CH:9][CH:8]=[CH:7][C:6]=2[C:2]=1[CH3:1])=[O:16]. The yield is 0.990.